This data is from Forward reaction prediction with 1.9M reactions from USPTO patents (1976-2016). The task is: Predict the product of the given reaction. Given the reactants [F:1][C:2]([F:6])([F:5])[CH:3]=[CH2:4].[SH:7][CH2:8][CH2:9][C:10]([O:12][CH3:13])=[O:11].COC(OC)(C1C=CC=CC=1)C(C1C=CC=CC=1)=O, predict the reaction product. The product is: [F:1][C:2]([F:6])([F:5])[CH2:3][CH2:4][S:7][CH2:8][CH2:9][C:10]([O:12][CH3:13])=[O:11].